This data is from Reaction yield outcomes from USPTO patents with 853,638 reactions. The task is: Predict the reaction yield, written as a fraction of the theoretical maximum amount of product (1.0 means a 100% yield; for example, 0.34 means a 34% yield). (1) The reactants are [CH2:1]([C@@H:8]1[C@@H:16]([O:17][Si:18]([CH:25]([CH3:27])[CH3:26])([CH:22]([CH3:24])[CH3:23])[CH:19]([CH3:21])[CH3:20])[C@H:15]([CH3:28])[O:14][C:13](=[O:29])[C@@H:12]([NH:30][C:31](=[O:37])[O:32][C:33]([CH3:36])([CH3:35])[CH3:34])[CH2:11][O:10][CH2:9]1)[C:2]1[CH:7]=[CH:6][CH:5]=[CH:4][CH:3]=1.[C:38](O[C:38]([O:40][C:41]([CH3:44])([CH3:43])[CH3:42])=[O:39])([O:40][C:41]([CH3:44])([CH3:43])[CH3:42])=[O:39]. The catalyst is CC#N.CN(C1C=CN=CC=1)C. The product is [CH2:1]([C@@H:8]1[C@@H:16]([O:17][Si:18]([CH:19]([CH3:20])[CH3:21])([CH:25]([CH3:27])[CH3:26])[CH:22]([CH3:24])[CH3:23])[C@H:15]([CH3:28])[O:14][C:13](=[O:29])[C@@H:12]([N:30]([C:38]([O:40][C:41]([CH3:44])([CH3:43])[CH3:42])=[O:39])[C:31](=[O:37])[O:32][C:33]([CH3:34])([CH3:35])[CH3:36])[CH2:11][O:10][CH2:9]1)[C:2]1[CH:3]=[CH:4][CH:5]=[CH:6][CH:7]=1. The yield is 0.970. (2) The reactants are CO[C:3](=[O:12])[C:4]1[CH:9]=[CH:8][CH:7]=[CH:6][C:5]=1[CH2:10]Br.[O:13]([C:20]1[CH:21]=[C:22]([CH:25]=[CH:26][CH:27]=1)[CH2:23][NH2:24])[C:14]1[CH:19]=[CH:18][CH:17]=[CH:16][CH:15]=1.C([O-])([O-])=O.[K+].[K+].C(OCC)(=O)C. The catalyst is C1(C)C=CC=CC=1.CCCCCC. The product is [O:13]([C:20]1[CH:21]=[C:22]([CH:25]=[CH:26][CH:27]=1)[CH2:23][N:24]1[CH2:10][C:5]2[C:4](=[CH:9][CH:8]=[CH:7][CH:6]=2)[C:3]1=[O:12])[C:14]1[CH:15]=[CH:16][CH:17]=[CH:18][CH:19]=1. The yield is 0.410. (3) The product is [CH2:17]([O:16][C:12](=[O:15])[CH:13]([C:2]1[CH:7]=[CH:6][CH:5]=[CH:4][C:3]=1[CH:8]([CH3:10])[CH3:9])[OH:14])[CH3:18]. The yield is 0.420. The catalyst is C1COCC1. The reactants are Br[C:2]1[CH:7]=[CH:6][CH:5]=[CH:4][C:3]=1[CH:8]([CH3:10])[CH3:9].[Mg].[C:12]([O:16][CH2:17][CH3:18])(=[O:15])[CH:13]=[O:14]. (4) The reactants are [CH3:1][O:2][C:3]1[N:8]=[CH:7][C:6]([C:9]2[C:22](=[O:23])[NH:21][C:12]3[N:13]=[C:14](S(C)=O)[N:15]=[C:16]([CH3:17])[C:11]=3[CH:10]=2)=[CH:5][CH:4]=1.[CH3:24][NH2:25]. The catalyst is O1CCOCC1. The product is [CH3:1][O:2][C:3]1[N:8]=[CH:7][C:6]([C:9]2[C:22](=[O:23])[NH:21][C:12]3[N:13]=[C:14]([NH:25][CH3:24])[N:15]=[C:16]([CH3:17])[C:11]=3[CH:10]=2)=[CH:5][CH:4]=1. The yield is 0.610. (5) The reactants are C(N(CC)CC)C.[CH3:8][O:9][C:10]([C:12]1[C:21]([OH:22])=[C:20]2[C:15]([CH:16]=[CH:17][CH:18]=[N:19]2)=[C:14]([Br:23])[N:13]=1)=[O:11].[C:24]1([CH3:34])[CH:29]=[CH:28][C:27]([S:30](Cl)(=[O:32])=[O:31])=[CH:26][CH:25]=1. The catalyst is C(Cl)(Cl)Cl. The product is [CH3:8][O:9][C:10]([C:12]1[C:21]([O:22][S:30]([C:27]2[CH:28]=[CH:29][C:24]([CH3:34])=[CH:25][CH:26]=2)(=[O:32])=[O:31])=[C:20]2[C:15]([CH:16]=[CH:17][CH:18]=[N:19]2)=[C:14]([Br:23])[N:13]=1)=[O:11]. The yield is 0.970. (6) The reactants are [Cl:1][C:2]1[C:14]([N+:15]([O-:17])=[O:16])=[CH:13][C:12]([N+:18]([O-:20])=[O:19])=[CH:11][C:3]=1[C:4]([NH:6][CH2:7][CH2:8][CH2:9]O)=[O:5].[O:21]1[CH:26]=[CH:25][CH2:24][CH2:23][CH2:22]1.C1(C)C=CC(S(O)(=O)=[O:34])=CC=1. The catalyst is C(Cl)Cl. The product is [Cl:1][C:2]1[C:14]([N+:15]([O-:17])=[O:16])=[CH:13][C:12]([N+:18]([O-:20])=[O:19])=[CH:11][C:3]=1[C:4]([NH:6][CH2:7][CH:8]([O:34][CH:26]1[CH2:25][CH2:24][CH2:23][CH2:22][O:21]1)[CH3:9])=[O:5]. The yield is 0.940. (7) The reactants are [CH3:1][C:2]12[CH2:12][CH:6]3[CH2:7][C:8]([CH3:11])([CH2:10][C:4]([C:13](O)=[O:14])([CH2:5]3)[CH2:3]1)[CH2:9]2.[S:16]1[CH:20]=[CH:19][CH:18]=[C:17]1[CH2:21][NH2:22].C(N(CC)CC)C.CCN=C=NCCCN(C)C. The catalyst is C(Cl)Cl.CN(C1C=CN=CC=1)C. The product is [S:16]1[CH:20]=[CH:19][CH:18]=[C:17]1[CH2:21][NH:22][C:13]([C:4]12[CH2:10][C:8]3([CH3:11])[CH2:7][CH:6]([CH2:12][C:2]([CH3:1])([CH2:9]3)[CH2:3]1)[CH2:5]2)=[O:14]. The yield is 0.580.